Dataset: Full USPTO retrosynthesis dataset with 1.9M reactions from patents (1976-2016). Task: Predict the reactants needed to synthesize the given product. (1) Given the product [Br:1][C:2]1[CH:7]=[CH:6][C:5]([O:8][CH:9]([CH:10]2[CH2:11][O:18]2)[CH3:12])=[C:4]([Cl:13])[C:3]=1[Cl:14], predict the reactants needed to synthesize it. The reactants are: [Br:1][C:2]1[CH:7]=[CH:6][C:5]([O:8][CH:9]([CH3:12])[CH:10]=[CH2:11])=[C:4]([Cl:13])[C:3]=1[Cl:14].FC(F)(F)C(C)=[O:18].C(=O)(O)[O-].[Na+].OOS([O-])=O.[K+]. (2) Given the product [F:18][C:19]([F:32])([F:31])[S:20]([O:16][C:15]1[CH:14]=[C:13]2[C:9](=[CH:8][C:7]=1[CH2:1][CH2:2][CH2:3][CH2:4][CH2:5][CH3:6])[CH2:10][CH2:11][C:12]2=[O:17])(=[O:22])=[O:21], predict the reactants needed to synthesize it. The reactants are: [CH2:1]([C:7]1[CH:8]=[C:9]2[C:13](=[CH:14][C:15]=1[OH:16])[C:12](=[O:17])[CH2:11][CH2:10]2)[CH2:2][CH2:3][CH2:4][CH2:5][CH3:6].[F:18][C:19]([F:32])([F:31])[S:20](O[S:20]([C:19]([F:32])([F:31])[F:18])(=[O:22])=[O:21])(=[O:22])=[O:21].Cl. (3) Given the product [O:23]=[C:13]1[N:11]2[CH2:12][CH:7]([CH2:6][CH2:5][C:4]([OH:39])=[O:3])[CH2:8][N:9]([C:24]3[CH:29]=[CH:28][N:27]=[C:26]([NH:30][CH2:31][CH2:32][C:33]4[CH:38]=[CH:37][CH:36]=[CH:35][CH:34]=4)[N:25]=3)[C:10]2=[N:16][C:15]([C:17]2[CH:18]=[CH:19][CH:20]=[CH:21][CH:22]=2)=[CH:14]1, predict the reactants needed to synthesize it. The reactants are: C([O:3][C:4](=[O:39])[CH2:5][CH2:6][CH:7]1[CH2:12][N:11]2[C:13](=[O:23])[CH:14]=[C:15]([C:17]3[CH:22]=[CH:21][CH:20]=[CH:19][CH:18]=3)[N:16]=[C:10]2[N:9]([C:24]2[CH:29]=[CH:28][N:27]=[C:26]([NH:30][CH2:31][CH2:32][C:33]3[CH:38]=[CH:37][CH:36]=[CH:35][CH:34]=3)[N:25]=2)[CH2:8]1)C.[OH-].[Li+]. (4) Given the product [F:7][C:8]([F:21])([F:20])[S:9]([O:12][C:23]1[CH:30]=[CH:29][C:26]([C:27]#[N:28])=[CH:25][C:24]=1[CH:31]([CH3:33])[CH3:32])(=[O:11])=[O:10], predict the reactants needed to synthesize it. The reactants are: N1C=CC=CC=1.[F:7][C:8]([F:21])([F:20])[S:9]([O:12]S(C(F)(F)F)(=O)=O)(=[O:11])=[O:10].O[C:23]1[CH:30]=[CH:29][C:26]([C:27]#[N:28])=[CH:25][C:24]=1[CH:31]([CH3:33])[CH3:32]. (5) Given the product [F:61][C:22]([F:21])([F:60])[C:23]1[CH:24]=[C:25]([C@H:33]2[O:37][C:36](=[O:38])[N:35]([CH2:39][C:40]3[CH:45]=[C:44]([C:46]([F:47])([F:48])[F:49])[CH:43]=[CH:42][C:41]=3[C:5]3[CH:4]=[C:3]([C:10]4[CH:15]=[CH:14][C:13]([C:16]([O:18][CH3:19])=[O:17])=[CH:12][C:11]=4[CH3:20])[C:2]([F:1])=[CH:7][C:6]=3[F:8])[C@H:34]2[CH3:59])[CH:26]=[C:27]([C:29]([F:30])([F:32])[F:31])[CH:28]=1, predict the reactants needed to synthesize it. The reactants are: [F:1][C:2]1[CH:7]=[C:6]([F:8])[C:5](I)=[CH:4][C:3]=1[C:10]1[CH:15]=[CH:14][C:13]([C:16]([O:18][CH3:19])=[O:17])=[CH:12][C:11]=1[CH3:20].[F:21][C:22]([F:61])([F:60])[C:23]1[CH:24]=[C:25]([C@H:33]2[O:37][C:36](=[O:38])[N:35]([CH2:39][C:40]3[CH:45]=[C:44]([C:46]([F:49])([F:48])[F:47])[CH:43]=[CH:42][C:41]=3B3OC(C)(C)C(C)(C)O3)[C@H:34]2[CH3:59])[CH:26]=[C:27]([C:29]([F:32])([F:31])[F:30])[CH:28]=1.C.C(=O)([O-])[O-].[Na+].[Na+]. (6) Given the product [C:21]([C:2]1[CH:7]=[CH:6][C:5]([C@@H:8]2[O:13][CH2:12][CH2:11][N:10]([C:14]([O:16][C:17]([CH3:20])([CH3:19])[CH3:18])=[O:15])[CH2:9]2)=[CH:4][CH:3]=1)#[N:22], predict the reactants needed to synthesize it. The reactants are: Br[C:2]1[CH:7]=[CH:6][C:5]([C@@H:8]2[O:13][CH2:12][CH2:11][N:10]([C:14]([O:16][C:17]([CH3:20])([CH3:19])[CH3:18])=[O:15])[CH2:9]2)=[CH:4][CH:3]=1.[CH3:21][N:22](C)C=O. (7) Given the product [CH2:19]([N:6]1[C:5]2[CH:4]=[C:3]([O:2][CH3:1])[CH:15]=[CH:14][C:13]=2[C:12]2[C:7]1=[CH:8][C:9]([O:16][CH3:17])=[CH:10][CH:11]=2)[CH2:20][CH2:21][CH2:22][CH2:23][CH2:24][CH2:25][CH3:26], predict the reactants needed to synthesize it. The reactants are: [CH3:1][O:2][C:3]1[CH:15]=[CH:14][C:13]2[C:12]3[C:7](=[CH:8][C:9]([O:16][CH3:17])=[CH:10][CH:11]=3)[NH:6][C:5]=2[CH:4]=1.Br[CH2:19][CH2:20][CH2:21][CH2:22][CH2:23][CH2:24][CH2:25][CH3:26].[OH-].[Na+].CC(C)=O.